This data is from CYP2C9 inhibition data for predicting drug metabolism from PubChem BioAssay. The task is: Regression/Classification. Given a drug SMILES string, predict its absorption, distribution, metabolism, or excretion properties. Task type varies by dataset: regression for continuous measurements (e.g., permeability, clearance, half-life) or binary classification for categorical outcomes (e.g., BBB penetration, CYP inhibition). Dataset: cyp2c9_veith. (1) The compound is CC(=O)O.CN1CCN(CN2C(=O)C3C4C=CC(C3C2=O)C2C3C(=O)N(CN5CCN(C)CC5)C(=O)C3C42)CC1. The result is 0 (non-inhibitor). (2) The molecule is Cc1cccc(Oc2ncnc3onc(C)c23)c1C. The result is 0 (non-inhibitor). (3) The molecule is CN(C)c1ccc(/C=c2\sc3nc(-c4ccccc4)nn3c2=O)cc1. The result is 0 (non-inhibitor). (4) The compound is O=C(NCc1cccnc1)/C(=C/c1ccc(-c2cccc(Cl)c2)o1)S(=O)(=O)c1ccccc1. The result is 1 (inhibitor).